This data is from Full USPTO retrosynthesis dataset with 1.9M reactions from patents (1976-2016). The task is: Predict the reactants needed to synthesize the given product. (1) The reactants are: C(N1C=CN=C1)(N1[CH:7]=[CH:6]N=C1)=O.[CH:13]1([CH:18]([CH3:24])[CH2:19][CH2:20][C:21]([OH:23])=[O:22])[CH2:17][CH2:16][CH2:15][CH2:14]1.CC[O-].[Na+].C(O)C. Given the product [CH:13]1([CH:18]([CH3:24])[CH2:19][CH2:20][C:21]([O:23][CH2:6][CH3:7])=[O:22])[CH2:17][CH2:16][CH2:15][CH2:14]1, predict the reactants needed to synthesize it. (2) Given the product [ClH:1].[CH3:19][C:16]1[N:4]2[C:5]([C:8]([N:10]3[CH2:15][CH2:14][O:13][CH2:12][CH2:11]3)=[O:9])=[CH:6][N:7]=[C:2]([NH:25][C:24]3[CH:26]=[CH:27][CH:28]=[C:22]([C:21]([F:20])([F:29])[F:30])[CH:23]=3)[C:3]2=[CH:18][CH:17]=1, predict the reactants needed to synthesize it. The reactants are: [Cl:1][C:2]1[C:3]2[N:4]([C:16]([CH3:19])=[CH:17][CH:18]=2)[C:5]([C:8]([N:10]2[CH2:15][CH2:14][O:13][CH2:12][CH2:11]2)=[O:9])=[CH:6][N:7]=1.[F:20][C:21]([F:30])([F:29])[C:22]1[CH:23]=[C:24]([CH:26]=[CH:27][CH:28]=1)[NH2:25].